From a dataset of Reaction yield outcomes from USPTO patents with 853,638 reactions. Predict the reaction yield, written as a fraction of the theoretical maximum amount of product (1.0 means a 100% yield; for example, 0.34 means a 34% yield). (1) The reactants are [CH3:1][CH:2]1[C:7]2[N:8]=[C:9]([N:12]3[CH2:16][CH2:15][CH2:14][CH2:13]3)[N:10]=[CH:11][C:6]=2[CH2:5][NH:4][CH2:3]1.Cl[C:18]1[CH:23]=[C:22]([C:24]2[C:29]([CH3:30])=[CH:28][C:27]([CH3:31])=[CH:26][N:25]=2)[C:21]([Cl:32])=[CH:20][N:19]=1.[F-].[Cs+].CCOC(C)=O. The catalyst is CS(C)=O.O. The product is [Cl:32][C:21]1[C:22]([C:24]2[C:29]([CH3:30])=[CH:28][C:27]([CH3:31])=[CH:26][N:25]=2)=[CH:23][C:18]([N:4]2[CH2:3][CH:2]([CH3:1])[C:7]3[N:8]=[C:9]([N:12]4[CH2:16][CH2:15][CH2:14][CH2:13]4)[N:10]=[CH:11][C:6]=3[CH2:5]2)=[N:19][CH:20]=1. The yield is 0.370. (2) The reactants are [N:1]1[C:10]2[C:5](=[CH:6][CH:7]=[CH:8][C:9]=2[O:11][CH2:12][C:13]([OH:15])=O)[CH:4]=[CH:3][CH:2]=1.CCN(C(C)C)C(C)C.[NH2:25][CH2:26][CH:27]([OH:39])[CH2:28][N:29]1[CH2:38][CH2:37][C:36]2[C:31](=[CH:32][CH:33]=[CH:34][CH:35]=2)[CH2:30]1.C1N(P(Cl)(N2C(=O)OCC2)=O)C(=O)OC1. The catalyst is CN(C=O)C. The product is [CH2:30]1[C:31]2[C:36](=[CH:35][CH:34]=[CH:33][CH:32]=2)[CH2:37][CH2:38][N:29]1[CH2:28][CH:27]([OH:39])[CH2:26][NH:25][C:13](=[O:15])[CH2:12][O:11][C:9]1[CH:8]=[CH:7][CH:6]=[C:5]2[C:10]=1[N:1]=[CH:2][CH:3]=[CH:4]2. The yield is 0.0400.